This data is from Forward reaction prediction with 1.9M reactions from USPTO patents (1976-2016). The task is: Predict the product of the given reaction. (1) The product is: [Cl:1][C:2]1[CH:3]=[C:4]2[C:10]([C:11]3[N:16]=[C:15]([NH:17][C@@H:18]4[CH2:23][CH2:22][CH2:21][C@H:20]([NH2:24])[CH2:19]4)[C:14]([F:32])=[CH:13][N:12]=3)=[CH:9][N:8]([S:33]([C:36]3[CH:37]=[CH:38][C:39]([CH3:42])=[CH:40][CH:41]=3)(=[O:35])=[O:34])[C:5]2=[N:6][CH:7]=1. Given the reactants [Cl:1][C:2]1[CH:3]=[C:4]2[C:10]([C:11]3[N:16]=[C:15]([NH:17][C@@H:18]4[CH2:23][CH2:22][CH2:21][C@H:20]([NH:24]C(=O)OC(C)(C)C)[CH2:19]4)[C:14]([F:32])=[CH:13][N:12]=3)=[CH:9][N:8]([S:33]([C:36]3[CH:41]=[CH:40][C:39]([CH3:42])=[CH:38][CH:37]=3)(=[O:35])=[O:34])[C:5]2=[N:6][CH:7]=1.ClC1C=C2C(C3N=C(N[C@H]4CCC[C@@H](NC(=O)OC(C)(C)C)C4)C(F)=CN=3)=CN(S(C3C=CC(C)=CC=3)(=O)=O)C2=NC=1.FC(F)(F)C(O)=O, predict the reaction product. (2) Given the reactants N[C:2]1[CH:3]=[C:4]([CH:8]=[C:9]([C:11]([O:13][CH2:14][CH3:15])=[O:12])[CH:10]=1)[C:5]([OH:7])=[O:6].[CH2:16]=O.[BH3-][C:19]#[N:20].[Na+], predict the reaction product. The product is: [CH3:16][N:20]([CH3:19])[C:2]1[CH:3]=[C:4]([CH:8]=[C:9]([C:11]([O:13][CH2:14][CH3:15])=[O:12])[CH:10]=1)[C:5]([OH:7])=[O:6].